Dataset: Full USPTO retrosynthesis dataset with 1.9M reactions from patents (1976-2016). Task: Predict the reactants needed to synthesize the given product. (1) Given the product [CH:1]([O:4][C:5]1[C:6]2[C:10]([CH:11]=[CH:12][CH:13]=1)=[N:9][N:8]1[C:23]([CH:25]3[CH2:30][CH2:29][N:28]([C:31]([O:33][C:34]([CH3:37])([CH3:36])[CH3:35])=[O:32])[CH2:27][CH2:26]3)=[CH:19][C:18](=[O:17])[NH:14][C:7]=21)([CH3:3])[CH3:2], predict the reactants needed to synthesize it. The reactants are: [CH:1]([O:4][C:5]1[CH:13]=[CH:12][CH:11]=[C:10]2[C:6]=1[C:7]([NH2:14])=[N:8][NH:9]2)([CH3:3])[CH3:2].CC1(C)OC(=O)[CH:19]([C:23]([CH:25]2[CH2:30][CH2:29][N:28]([C:31]([O:33][C:34]([CH3:37])([CH3:36])[CH3:35])=[O:32])[CH2:27][CH2:26]2)=O)[C:18](=O)[O:17]1.P([O-])([O-])([O-])=O.[K+].[K+].[K+]. (2) Given the product [Cl:33][CH2:32][CH2:31][O:1][C:2]1[CH:11]=[C:10]2[C:5]([C:6]([CH3:23])=[CH:7][N:8]([C:13]3[CH:14]=[C:15]([CH:19]=[CH:20][C:21]=3[CH3:22])[C:16]([OH:18])=[O:17])[C:9]2=[O:12])=[CH:4][CH:3]=1, predict the reactants needed to synthesize it. The reactants are: [OH:1][C:2]1[CH:11]=[C:10]2[C:5]([C:6]([CH3:23])=[CH:7][N:8]([C:13]3[CH:14]=[C:15]([CH:19]=[CH:20][C:21]=3[CH3:22])[C:16]([OH:18])=[O:17])[C:9]2=[O:12])=[CH:4][CH:3]=1.C(=O)([O-])[O-].[K+].[K+].Br[CH2:31][CH2:32][Cl:33].[OH-].[Na+]. (3) Given the product [CH:1]([NH:3][C:4]1[S:5][C:6]([Cl:16])=[C:7]([C:9](=[O:15])[C:10]([OH:12])=[O:11])[N:8]=1)=[O:2], predict the reactants needed to synthesize it. The reactants are: [CH:1]([NH:3][C:4]1[S:5][C:6]([Cl:16])=[C:7]([C:9](=[O:15])[C:10]([O:12]CC)=[O:11])[N:8]=1)=[O:2].[OH-].[Na+].Cl. (4) Given the product [CH2:8]([Si:3]([CH2:6][CH3:7])([CH2:4][CH3:5])[C:1]#[C:2][CH2:27][C@@H:28]([CH3:37])[CH2:29][O:30][CH:31]1[CH2:36][CH2:35][CH2:34][CH2:33][O:32]1)[CH3:9], predict the reactants needed to synthesize it. The reactants are: [CH2:1]([Si:3]([C:8]#[CH:9])([CH2:6][CH3:7])[CH2:4][CH3:5])[CH3:2].C([Li])CCC.CN(C)P(=O)(N(C)C)N(C)C.Br[CH2:27][C@@H:28]([CH3:37])[CH2:29][O:30][CH:31]1[CH2:36][CH2:35][CH2:34][CH2:33][O:32]1.[Cl-].[NH4+]. (5) Given the product [CH3:39][C:34]1[C:33]([CH2:32][N:18]2[CH:17]([C:10]3[C:11]4[C:16](=[CH:15][CH:14]=[CH:13][CH:12]=4)[N:8]([CH2:7][C:6]([OH:5])=[O:30])[C:9]=3[CH3:29])[C:21]3[CH:22]=[CH:23][C:24]([F:26])=[CH:25][C:20]=3[S:19]2(=[O:28])=[O:27])=[C:37]([CH3:38])[O:36][N:35]=1, predict the reactants needed to synthesize it. The reactants are: C([O:5][C:6](=[O:30])[CH2:7][N:8]1[C:16]2[C:11](=[CH:12][CH:13]=[CH:14][CH:15]=2)[C:10]([CH:17]2[C:21]3[CH:22]=[CH:23][C:24]([F:26])=[CH:25][C:20]=3[S:19](=[O:28])(=[O:27])[NH:18]2)=[C:9]1[CH3:29])(C)(C)C.Cl[CH2:32][C:33]1[C:34]([CH3:39])=[N:35][O:36][C:37]=1[CH3:38].